From a dataset of Reaction yield outcomes from USPTO patents with 853,638 reactions. Predict the reaction yield, written as a fraction of the theoretical maximum amount of product (1.0 means a 100% yield; for example, 0.34 means a 34% yield). (1) The reactants are C1(P(C2CCCCC2)C2C=CC=CC=2C2C=CC=CC=2)CCCCC1.[CH3:26][O:27][C:28]1[CH:29]=[C:30]([NH2:40])[CH:31]=[CH:32][C:33]=1[N:34]1[CH:38]=[C:37]([CH3:39])[N:36]=[CH:35]1.[CH2:41]([C:48]1[CH:53]=[CH:52][N:51]=[C:50](Cl)[N:49]=1)[C:42]1[CH:47]=[CH:46][CH:45]=[CH:44][CH:43]=1.C(=O)([O-])[O-].[K+].[K+]. The catalyst is O1CCOCC1.C([O-])(=O)C.[Pd+2].C([O-])(=O)C. The product is [CH2:41]([C:48]1[CH:53]=[CH:52][N:51]=[C:50]([NH:40][C:30]2[CH:31]=[CH:32][C:33]([N:34]3[CH:38]=[C:37]([CH3:39])[N:36]=[CH:35]3)=[C:28]([O:27][CH3:26])[CH:29]=2)[N:49]=1)[C:42]1[CH:43]=[CH:44][CH:45]=[CH:46][CH:47]=1. The yield is 0.450. (2) The reactants are [OH:1][C:2]1[CH:9]=[CH:8][C:5]([CH:6]=[O:7])=[CH:4][CH:3]=1.N1C=CC=CC=1.[C:16](Cl)(=[O:24])[CH2:17][CH2:18][CH2:19][CH2:20][CH2:21][CH2:22][CH3:23].N#N. The catalyst is O.C(Cl)Cl. The product is [C:16]([O:1][C:2]1[CH:9]=[CH:8][C:5]([CH:6]=[O:7])=[CH:4][CH:3]=1)(=[O:24])[CH2:17][CH2:18][CH2:19][CH2:20][CH2:21][CH2:22][CH3:23]. The yield is 0.860. (3) The reactants are Cl.[Br:2][C:3]1[CH:4]=[CH:5][C:6](=[C:9]2C(=O)O[C:12](C)(C)[O:11][C:10]2=[O:18])[NH:7][CH:8]=1. The catalyst is O1CCOCC1. The product is [CH3:12][O:11][C:10](=[O:18])[CH2:9][C:6]1[CH:5]=[CH:4][C:3]([Br:2])=[CH:8][N:7]=1. The yield is 0.720. (4) The reactants are [C:1](OCC)(=S)C(N)=O.[CH:9]([C:12]1[N:13]=[C:14]([C:17]([O:19][CH2:20][CH3:21])=[O:18])[S:15][CH:16]=1)([CH3:11])[CH3:10]. No catalyst specified. The product is [CH2:20]([O:19][C:17]([C:14]1[S:15][CH:16]=[C:12]([CH:9]2[CH2:11][CH2:1][CH2:10]2)[N:13]=1)=[O:18])[CH3:21]. The yield is 0.640. (5) The reactants are P(Cl)(Cl)([Cl:3])=O.[CH3:6][O:7][C:8]([C:10]1[CH:15]=[CH:14][C:13]([CH3:16])=[CH:12][N+:11]=1[O-])=[O:9].C([O-])([O-])=O.[K+].[K+]. The catalyst is C(Cl)(Cl)Cl. The product is [Cl:3][C:12]1[N:11]=[C:10]([C:8]([O:7][CH3:6])=[O:9])[CH:15]=[CH:14][C:13]=1[CH3:16].[Cl:3][C:14]1[C:13]([CH3:16])=[CH:12][N:11]=[C:10]([C:8]([O:7][CH3:6])=[O:9])[CH:15]=1. The yield is 0.583. (6) The reactants are [F:1][C:2]1[CH:3]=[C:4]2[C:8](=[CH:9][C:10]=1[F:11])[N:7](S(C1C=CC(C)=CC=1)(=O)=O)[CH:6]=[C:5]2[C@@H:22]1[CH2:24][C@H:23]1[CH:25]=O.[CH3:27][NH:28][CH3:29].C(O[BH-](OC(=O)C)OC(=O)C)(=O)C.[Na+]. The catalyst is O1CCCC1. The product is [F:1][C:2]1[CH:3]=[C:4]2[C:8](=[CH:9][C:10]=1[F:11])[NH:7][CH:6]=[C:5]2[CH:22]1[CH2:24][CH:23]1[CH2:25][N:28]([CH3:29])[CH3:27]. The yield is 0.310. (7) The reactants are [CH3:1][O:2][C:3]1[CH:4]=[C:5]2[C:10](=[CH:11][C:12]=1[O:13][CH3:14])[N:9]=[CH:8][N:7]=[C:6]2[O:15][C:16]1[CH:17]=[C:18]([CH:20]=[CH:21][CH:22]=1)[NH2:19].[CH:23]([C:26]1[CH:30]=[C:29]([NH:31][C:32](=O)[O:33]C2C=CC=CC=2)[O:28][N:27]=1)([CH3:25])[CH3:24].C(N(CC)C(C)C)(C)C. The catalyst is CN(C)C1C=CN=CC=1.O1CCCC1. The product is [CH3:1][O:2][C:3]1[CH:4]=[C:5]2[C:10](=[CH:11][C:12]=1[O:13][CH3:14])[N:9]=[CH:8][N:7]=[C:6]2[O:15][C:16]1[CH:17]=[C:18]([NH:19][C:32]([NH:31][C:29]2[O:28][N:27]=[C:26]([CH:23]([CH3:25])[CH3:24])[CH:30]=2)=[O:33])[CH:20]=[CH:21][CH:22]=1. The yield is 0.190. (8) The reactants are [N+:1]([C:4]1[CH:12]=[C:11]2[C:7]([C:8]([C:13]#[N:14])=[CH:9][NH:10]2)=[CH:6][CH:5]=1)([O-])=O. The catalyst is CCO.[Pd]. The product is [NH2:1][C:4]1[CH:12]=[C:11]2[C:7]([C:8]([C:13]#[N:14])=[CH:9][NH:10]2)=[CH:6][CH:5]=1. The yield is 0.990. (9) The catalyst is O1CCOCC1.O.C(OCC)(=O)C. The reactants are Br[C:2]1[CH:7]=[CH:6][C:5]([C:8]2([C:11]3[N:15]4[CH2:16][CH2:17][S:18][C@:19]([CH2:22][O:23][Si:24]([C:27]([CH3:30])([CH3:29])[CH3:28])([CH3:26])[CH3:25])([CH3:21])[CH2:20][C:14]4=[N:13][N:12]=3)[CH2:10][CH2:9]2)=[CH:4][CH:3]=1.[CH2:31]([N:33]1[CH:37]=[C:36](B2OC(C)(C)C(C)(C)O2)[CH:35]=[N:34]1)[CH3:32].C(=O)([O-])[O-].[K+].[K+]. The yield is 0.890. The product is [Si:24]([O:23][CH2:22][C@:19]1([CH3:21])[S:18][CH2:17][CH2:16][N:15]2[C:11]([C:8]3([C:5]4[CH:6]=[CH:7][C:2]([C:36]5[CH:35]=[N:34][N:33]([CH2:31][CH3:32])[CH:37]=5)=[CH:3][CH:4]=4)[CH2:10][CH2:9]3)=[N:12][N:13]=[C:14]2[CH2:20]1)([C:27]([CH3:30])([CH3:29])[CH3:28])([CH3:26])[CH3:25]. (10) The reactants are Br[C:2]1[CH:7]=[CH:6][C:5]([C:8]([F:11])([F:10])[F:9])=[CH:4][C:3]=1[C:12]([F:15])([F:14])[F:13].[OH:16][CH:17]1[CH2:21][CH2:20][NH:19][CH2:18]1.C1(P(C2C=CC=CC=2)C2C=CC3C(=CC=CC=3)C=2C2C3C(=CC=CC=3)C=CC=2P(C2C=CC=CC=2)C2C=CC=CC=2)C=CC=CC=1.C(=O)([O-])[O-].[Cs+].[Cs+]. The catalyst is C1(C)C=CC=CC=1.C([O-])(=O)C.[Pd+2].C([O-])(=O)C.O. The product is [F:13][C:12]([F:15])([F:14])[C:3]1[CH:4]=[C:5]([C:8]([F:11])([F:10])[F:9])[CH:6]=[CH:7][C:2]=1[N:19]1[CH2:20][CH2:21][CH:17]([OH:16])[CH2:18]1. The yield is 0.790.